This data is from Full USPTO retrosynthesis dataset with 1.9M reactions from patents (1976-2016). The task is: Predict the reactants needed to synthesize the given product. (1) Given the product [N+:1]([C:4]1[CH:9]=[CH:8][C:7]2[O:10][CH:21]([CH2:20][C:19]([O:18][CH3:17])=[O:24])[CH2:22][NH:11][C:6]=2[CH:5]=1)([O-:3])=[O:2], predict the reactants needed to synthesize it. The reactants are: [N+:1]([C:4]1[CH:9]=[CH:8][C:7]([OH:10])=[C:6]([NH2:11])[CH:5]=1)([O-:3])=[O:2].C(=O)([O-])O.[Na+].[CH3:17][O:18][C:19](=[O:24])/[CH:20]=[CH:21]/[CH2:22]Br.C(=O)([O-])[O-].[K+].[K+]. (2) Given the product [CH2:3]1[O:4][CH2:5][CH2:1][O:85][CH2:48][CH2:53][O:32][CH2:33][CH2:61][O:63][CH2:64][CH2:65][O:73][CH2:66][CH2:67][O:17][CH2:16]1, predict the reactants needed to synthesize it. The reactants are: [CH2:1]1[C@H:5](N2C3N=CN=C(N)C=3N=C2)[O:4][C@H:3]([CH2:16][O:17]P(O)(O)=O)[C@H]1O.C1(C)C=CC(S([O:32][CH3:33])(=O)=O)=CC=1.C1(P([C:48]2[CH:53]=CC=CC=2)C2C=CC=CC=2)C=CC=CC=1.[CH3:65][CH2:64][O:63][C:61](/N=N/[C:61]([O:63][CH2:64][CH3:65])=O)=O.[C:66](NC1N=CN=C2C=1NC=N2)(=[O:73])[C:67]1C=CC=CC=1.C([O-])([O-])=[O:85].[K+].[K+]. (3) Given the product [CH2:1]([O:3][C:4]1[C:5]([C:16]([Cl:21])=[O:18])=[N:6][N:7]([C:9]2[CH:14]=[CH:13][C:12]([F:15])=[CH:11][CH:10]=2)[CH:8]=1)[CH3:2], predict the reactants needed to synthesize it. The reactants are: [CH2:1]([O:3][C:4]1[C:5]([C:16]([OH:18])=O)=[N:6][N:7]([C:9]2[CH:14]=[CH:13][C:12]([F:15])=[CH:11][CH:10]=2)[CH:8]=1)[CH3:2].S(Cl)([Cl:21])=O.